This data is from Peptide-MHC class II binding affinity with 134,281 pairs from IEDB. The task is: Regression. Given a peptide amino acid sequence and an MHC pseudo amino acid sequence, predict their binding affinity value. This is MHC class II binding data. (1) The peptide sequence is QQIKFAALSARAVAL. The MHC is HLA-DPA10201-DPB10101 with pseudo-sequence HLA-DPA10201-DPB10101. The binding affinity (normalized) is 0.179. (2) The peptide sequence is YDKLLANVSTVLTGK. The MHC is DRB1_0405 with pseudo-sequence DRB1_0405. The binding affinity (normalized) is 0.569. (3) The binding affinity (normalized) is 0.224. The peptide sequence is DVCGMFTNRSGSQQW. The MHC is DRB1_0101 with pseudo-sequence DRB1_0101. (4) The peptide sequence is ASRELERFAVNPGLL. The MHC is HLA-DPA10201-DPB10501 with pseudo-sequence HLA-DPA10201-DPB10501. The binding affinity (normalized) is 0.343.